From a dataset of Forward reaction prediction with 1.9M reactions from USPTO patents (1976-2016). Predict the product of the given reaction. (1) Given the reactants Br.Br[CH2:3][C:4]1[CH:9]=[CH:8][CH:7]=[CH:6][N:5]=1.BrCC1CCCCO1.[Br:18][C:19]1[CH:27]=[CH:26][CH:25]=[C:24]2[C:20]=1[C:21]1([C:40]3[C:31](=[CH:32][C:33]4[O:38][CH2:37][CH2:36][O:35][C:34]=4[CH:39]=3)[O:30][CH2:29]1)[C:22](=[O:28])[NH:23]2, predict the reaction product. The product is: [Br:18][C:19]1[CH:27]=[CH:26][CH:25]=[C:24]2[C:20]=1[C:21]1([C:40]3[C:31](=[CH:32][C:33]4[O:38][CH2:37][CH2:36][O:35][C:34]=4[CH:39]=3)[O:30][CH2:29]1)[C:22](=[O:28])[N:23]2[CH2:3][C:4]1[CH:9]=[CH:8][CH:7]=[CH:6][N:5]=1. (2) The product is: [Br:21][C:18]1[CH:19]=[CH:20][N:15]2[N:14]=[C:9]([C:4]3[CH:3]=[CH:2][CH:7]=[CH:6][CH:5]=3)[N:22]=[C:16]2[CH:17]=1. Given the reactants C[C:2]1[CH:7]=[C:6](C)[CH:5]=[C:4]([CH3:9])[C:3]=1S([O-])(=O)=O.[NH2:14][N+:15]1[CH:20]=[CH:19][C:18]([Br:21])=[CH:17][C:16]=1[NH2:22].C(Cl)(=O)C1C=CC=CC=1, predict the reaction product. (3) Given the reactants [CH3:1][C:2]1([CH3:15])[O:7][C:6]2[CH:8]=[CH:9][C:10]([CH:12]([OH:14])[CH3:13])=[CH:11][C:5]=2[CH2:4][O:3]1.Br[CH2:17][CH2:18][CH2:19][CH2:20][CH2:21][CH2:22][CH2:23][O:24][CH2:25][CH2:26][CH2:27][C:28]1[CH:29]=[C:30]([S:34]([NH2:37])(=[O:36])=[O:35])[CH:31]=[CH:32][CH:33]=1.C(N(CC)[CH:42]([CH3:44])[CH3:43])(C)C.[C:47](#[N:49])[CH3:48].[CH2:50](OCC)[CH3:51], predict the reaction product. The product is: [CH2:47]([N:49]([CH2:13][C@@H:12]([C:10]1[CH:9]=[CH:8][C:6]2[O:7][C:2]([CH3:1])([CH3:15])[O:3][CH2:4][C:5]=2[CH:11]=1)[OH:14])[CH2:17][CH2:18][CH2:19][CH2:20][CH2:21][CH2:22][CH2:23][O:24][CH2:25][CH2:26][CH2:27][C:28]1[CH:29]=[C:30]([S:34]([NH2:37])(=[O:36])=[O:35])[CH:31]=[CH:32][CH:33]=1)[C:48]1[CH:43]=[CH:42][CH:44]=[CH:51][CH:50]=1. (4) The product is: [F:29][C:30]([F:35])([F:34])[C:31]([OH:33])=[O:32].[Cl:1][C:2]1[CH:7]=[C:6]([Cl:8])[CH:5]=[CH:4][C:3]=1[C:9]1[N:14]=[C:13]([S:15][CH2:16][CH2:17][NH2:18])[N:12]2[CH:26]=[CH:27][N:28]=[C:11]2[CH:10]=1. Given the reactants [Cl:1][C:2]1[CH:7]=[C:6]([Cl:8])[CH:5]=[CH:4][C:3]=1[C:9]1[N:14]=[C:13]([S:15][CH2:16][CH2:17][NH:18]C(=O)OC(C)(C)C)[N:12]2[CH:26]=[CH:27][N:28]=[C:11]2[CH:10]=1.[F:29][C:30]([F:35])([F:34])[C:31]([OH:33])=[O:32].ClC1C=C(Cl)C=CC=1C1N=C(NCCS)N2C=CN=C2C=1, predict the reaction product. (5) Given the reactants [C:1]([O:4][C@@H:5]1[C@@H:19]([O:20][C:21](=[O:23])[CH3:22])[C@H:18]([O:24][C:25](=[O:27])[CH3:26])[CH2:17][S:16][C@H:6]1[O:7][C:8]1[C:9](Cl)=[N:10][CH:11]=[CH:12][C:13]=1[CH3:14])(=[O:3])[CH3:2].[O:28]1[CH:32]=[CH:31][C:30](B(O)O)=[CH:29]1, predict the reaction product. The product is: [C:1]([O:4][C@@H:5]1[C@@H:19]([O:20][C:21](=[O:23])[CH3:22])[C@H:18]([O:24][C:25](=[O:27])[CH3:26])[CH2:17][S:16][C@H:6]1[O:7][C:8]1[C:9]([C:30]2[CH:31]=[CH:32][O:28][CH:29]=2)=[N:10][CH:11]=[CH:12][C:13]=1[CH3:14])(=[O:3])[CH3:2]. (6) The product is: [CH2:19]([O:18][C:16](=[O:17])[CH:15]([O:1][C:2]1[CH:11]=[CH:10][C:5]2[CH2:6][O:7][B:8]([OH:9])[C:4]=2[CH:3]=1)[CH2:21][CH3:22])[CH3:20]. Given the reactants [OH:1][C:2]1[CH:11]=[CH:10][C:5]2[CH2:6][O:7][B:8]([OH:9])[C:4]=2[CH:3]=1.[H-].[Na+].Br[CH:15]([CH2:21][CH3:22])[C:16]([O:18][CH2:19][CH3:20])=[O:17].Cl, predict the reaction product.